This data is from Reaction yield outcomes from USPTO patents with 853,638 reactions. The task is: Predict the reaction yield, written as a fraction of the theoretical maximum amount of product (1.0 means a 100% yield; for example, 0.34 means a 34% yield). (1) The reactants are Br[C:2]1[CH:12]=[C:11]([N+:13]([O-:15])=[O:14])[C:5]2[NH:6][C:7](=[O:10])[CH2:8][O:9][C:4]=2[CH:3]=1.[C:16]1(OB(O)O)[CH:21]=[CH:20][CH:19]=[CH:18][CH:17]=1.C(=O)([O-])[O-:27].[K+].[K+].O1CCOCC1. The catalyst is C(Cl)(Cl)Cl.O. The product is [NH2:6][C:5]1[C:11]([N+:13]([O-:15])=[O:14])=[CH:12][C:2]([C:16]2[CH:21]=[CH:20][CH:19]=[CH:18][CH:17]=2)=[CH:3][C:4]=1[O:9][CH2:8][C:7]([OH:27])=[O:10]. The yield is 0.870. (2) The reactants are Br.[NH2:2][C:3]1[C:4]([OH:18])=[C:5]([C:10]2[S:14][C:13]([C:15]([OH:17])=[O:16])=[CH:12][CH:11]=2)[CH:6]=[C:7]([CH3:9])[CH:8]=1.[N:19]([O-])=O.[Na+].[CH3:23][C:24]1[CH2:25][C:26](=[O:39])[N:27]([C:29]2[CH:38]=[CH:37][C:36]3[CH2:35][CH2:34][CH2:33][CH2:32][C:31]=3[CH:30]=2)[N:28]=1.C(=O)(O)[O-].[Na+]. The catalyst is Cl.C(O)C. The product is [OH:18][C:4]1[C:3]([NH:2][N:19]=[C:25]2[C:26](=[O:39])[N:27]([C:29]3[CH:38]=[CH:37][C:36]4[CH2:35][CH2:34][CH2:33][CH2:32][C:31]=4[CH:30]=3)[N:28]=[C:24]2[CH3:23])=[CH:8][C:7]([CH3:9])=[CH:6][C:5]=1[C:10]1[S:14][C:13]([C:15]([OH:17])=[O:16])=[CH:12][CH:11]=1. The yield is 0.181. (3) The reactants are [H-].[Na+].[Br:3][C:4]1[CH:9]=[CH:8][C:7]([N:10]2[C:21]3[C:13](=[C:14]4[N:18]([C:19](=[O:22])[CH:20]=3)[CH2:17][CH2:16][CH2:15]4)[NH:12][C:11]2=[O:23])=[C:6]([F:24])[CH:5]=1.[CH3:25][S:26](Cl)(=[O:28])=[O:27]. The catalyst is CN(C=O)C.C1COCC1. The product is [Br:3][C:4]1[CH:9]=[CH:8][C:7]([N:10]2[C:21]3[C:13](=[C:14]4[N:18]([C:19](=[O:22])[CH:20]=3)[CH2:17][CH2:16][CH2:15]4)[N:12]([S:26]([CH3:25])(=[O:28])=[O:27])[C:11]2=[O:23])=[C:6]([F:24])[CH:5]=1. The yield is 0.470. (4) The reactants are [NH2:1][C:2]1[C:10]([N+:11]([O-:13])=[O:12])=[CH:9][CH:8]=[CH:7][C:3]=1[C:4](O)=[O:5].Cl.CN.C(Cl)CCl.C[CH2:22][N:23](C(C)C)C(C)C. The catalyst is C(Cl)Cl.CN(C=O)C. The product is [NH2:1][C:2]1[C:10]([N+:11]([O-:13])=[O:12])=[CH:9][CH:8]=[CH:7][C:3]=1[C:4]([NH:23][CH3:22])=[O:5]. The yield is 0.740. (5) The reactants are [CH2:1]([S:11](Cl)(=[O:13])=[O:12])[CH2:2][S:3][S:4][CH2:5][CH2:6][S:7](Cl)(=[O:9])=[O:8].S(Cl)(Cl)(=O)=[O:16].[OH2:20]. The catalyst is C(#N)C. The product is [CH2:1]([S:11]([OH:13])(=[O:16])=[O:12])[CH2:2][S:3][S:4][CH2:5][CH2:6][S:7]([OH:9])(=[O:8])=[O:20]. The yield is 0.960. (6) The reactants are FC(F)(F)C(O)=O.C(OC([N:15]1[CH2:20][C:19](=[O:21])[N:18]([C:22]2[CH:27]=[C:26]([F:28])[CH:25]=[CH:24][C:23]=2[Cl:29])[CH2:17][C:16]1([CH3:31])[CH3:30])=O)(C)(C)C. The catalyst is C(Cl)Cl. The product is [Cl:29][C:23]1[CH:24]=[CH:25][C:26]([F:28])=[CH:27][C:22]=1[N:18]1[CH2:17][C:16]([CH3:30])([CH3:31])[NH:15][CH2:20][C:19]1=[O:21]. The yield is 1.00. (7) The reactants are O=C1CCC(=O)N1O[C:9]([NH:11][C:12]1[CH:28]=[CH:27][C:15]([O:16][CH2:17][CH2:18][NH:19]C(=O)OC(C)(C)C)=[C:14]([C:29]2[N:33]([CH3:34])[N:32]=[CH:31][CH:30]=2)[CH:13]=1)=[O:10].CN(C)C=O.[CH2:40]1[C:49]2[C:44](=[CH:45][CH:46]=[CH:47][CH:48]=2)[CH2:43][CH2:42][NH:41]1.Cl.CCOCC. The catalyst is Cl. The product is [NH2:19][CH2:18][CH2:17][O:16][C:15]1[CH:27]=[CH:28][C:12]([NH:11][C:9]([N:41]2[CH2:42][CH2:43][C:44]3[C:49](=[CH:48][CH:47]=[CH:46][CH:45]=3)[CH2:40]2)=[O:10])=[CH:13][C:14]=1[C:29]1[N:33]([CH3:34])[N:32]=[CH:31][CH:30]=1. The yield is 0.429.